Dataset: Forward reaction prediction with 1.9M reactions from USPTO patents (1976-2016). Task: Predict the product of the given reaction. Given the reactants Br[C:2]1[CH:10]=[CH:9][CH:8]=[C:7]2[C:3]=1[CH2:4][CH2:5][C@@H:6]2[O:11][Si:12]([C:15]([CH3:18])([CH3:17])[CH3:16])([CH3:14])[CH3:13].[CH3:19][C:20]([CH3:26])([CH2:23][CH:24]=[CH2:25])[CH:21]=[O:22], predict the reaction product. The product is: [C:15]([Si:12]([CH3:14])([CH3:13])[O:11][C@@H:6]1[C:7]2[C:3](=[C:2]([CH:21]([OH:22])[C:20]([CH3:26])([CH3:19])[CH2:23][CH:24]=[CH2:25])[CH:10]=[CH:9][CH:8]=2)[CH2:4][CH2:5]1)([CH3:18])([CH3:17])[CH3:16].